This data is from Forward reaction prediction with 1.9M reactions from USPTO patents (1976-2016). The task is: Predict the product of the given reaction. (1) Given the reactants [F:1][C:2]1[C:7]([N:8]2[CH2:13][CH2:12][N:11]([CH3:14])[CH2:10][CH2:9]2)=[CH:6][CH:5]=[C:4]([N+:15]([O-])=O)[C:3]=1[NH2:18].Cl.O(N)C.N1C=CC=CC=1, predict the reaction product. The product is: [F:1][C:2]1[C:7]([N:8]2[CH2:13][CH2:12][N:11]([CH3:14])[CH2:10][CH2:9]2)=[CH:6][CH:5]=[C:4]([NH2:15])[C:3]=1[NH2:18]. (2) Given the reactants [CH2:1]([O:3][C:4](=[O:27])[CH2:5][CH:6]([OH:26])[C:7]1[CH:12]=[CH:11][C:10]([O:13][CH2:14][C:15]2[CH2:20][CH2:19][CH2:18][C:17]3([CH2:25][CH2:24][CH2:23][CH2:22][CH2:21]3)[CH:16]=2)=[CH:9][CH:8]=1)[CH3:2].[CH:28](N(CC)C(C)C)(C)[CH3:29].ClCCl.F[B-](F)(F)F.C([O+](CC)CC)C, predict the reaction product. The product is: [CH2:1]([O:3][C:4](=[O:27])[CH2:5][CH:6]([O:26][CH2:28][CH3:29])[C:7]1[CH:12]=[CH:11][C:10]([O:13][CH2:14][C:15]2[CH2:20][CH2:19][CH2:18][C:17]3([CH2:21][CH2:22][CH2:23][CH2:24][CH2:25]3)[CH:16]=2)=[CH:9][CH:8]=1)[CH3:2]. (3) Given the reactants Br[C:2]1[CH:12]=[CH:11][C:5]2[O:6][CH:7]([CH3:10])[CH2:8][NH:9][C:4]=2[CH:3]=1.[B:13]1([B:13]2[O:17][C:16]([CH3:19])([CH3:18])[C:15]([CH3:21])([CH3:20])[O:14]2)[O:17][C:16]([CH3:19])([CH3:18])[C:15]([CH3:21])([CH3:20])[O:14]1.CC([O-])=O.[K+].C(Cl)Cl, predict the reaction product. The product is: [CH3:10][CH:7]1[O:6][C:5]2[CH:11]=[CH:12][C:2]([B:13]3[O:17][C:16]([CH3:19])([CH3:18])[C:15]([CH3:21])([CH3:20])[O:14]3)=[CH:3][C:4]=2[NH:9][CH2:8]1. (4) Given the reactants C([O:8][CH2:9][C@@H:10]1[C@H:13]([N:14]2[CH:22]=[N:21][C:20]3[C:15]2=[N:16][CH:17]=[N:18][C:19]=3[NH2:23])[CH2:12][CH2:11]1)C1C=CC=CC=1.C1(OC)C=CC=CC=1.[Al+3].[Cl-].[Cl-].[Cl-], predict the reaction product. The product is: [OH:8][CH2:9][C@@H:10]1[C@H:13]([N:14]2[CH:22]=[N:21][C:20]3[C:15]2=[N:16][CH:17]=[N:18][C:19]=3[NH2:23])[CH2:12][CH2:11]1. (5) Given the reactants [Cl:1][C:2]1[CH:30]=[CH:29][C:28]([F:31])=[CH:27][C:3]=1[CH2:4][N:5]1[C:10](=[O:11])[C:9]([CH3:12])=[N:8][N:7]=[C:6]1[N:13]1[CH2:18][CH2:17][CH2:16][C@@H:15]([NH:19]C(=O)OC(C)(C)C)[CH2:14]1.C(O)(C(F)(F)F)=O.C([O-])(O)=O.[Na+], predict the reaction product. The product is: [NH2:19][C@@H:15]1[CH2:16][CH2:17][CH2:18][N:13]([C:6]2[N:5]([CH2:4][C:3]3[CH:27]=[C:28]([F:31])[CH:29]=[CH:30][C:2]=3[Cl:1])[C:10](=[O:11])[C:9]([CH3:12])=[N:8][N:7]=2)[CH2:14]1. (6) The product is: [C:1]([O:5][C:6]([N:8]1[CH2:9][CH:10]([CH2:12][N:14]2[CH2:19][CH2:18][CH:17]([C:20]3[CH:25]=[CH:24][CH:23]=[C:22]([NH:26][C:27](=[O:29])[CH3:28])[CH:21]=3)[CH2:16][CH2:15]2)[CH2:11]1)=[O:7])([CH3:2])([CH3:3])[CH3:4]. Given the reactants [C:1]([O:5][C:6]([N:8]1[CH2:11][CH:10]([CH:12]=O)[CH2:9]1)=[O:7])([CH3:4])([CH3:3])[CH3:2].[NH:14]1[CH2:19][CH2:18][CH:17]([C:20]2[CH:21]=[C:22]([NH:26][C:27](=[O:29])[CH3:28])[CH:23]=[CH:24][CH:25]=2)[CH2:16][CH2:15]1.[BH4-].[Na+].[OH-].[Na+], predict the reaction product.